Predict the product of the given reaction. From a dataset of Forward reaction prediction with 1.9M reactions from USPTO patents (1976-2016). Given the reactants [C:1]1([CH2:7][C:8](Cl)=[S:9])[CH:6]=[CH:5][CH:4]=[CH:3][CH:2]=1.[NH4+:11].[Cl-], predict the reaction product. The product is: [C:1]1([CH2:7][C:8]([NH2:11])=[S:9])[CH:6]=[CH:5][CH:4]=[CH:3][CH:2]=1.